Task: Predict which catalyst facilitates the given reaction.. Dataset: Catalyst prediction with 721,799 reactions and 888 catalyst types from USPTO (1) Product: [CH2:1]([N:8]1[CH:12]=[C:11]([CH:13]([OH:38])[C:14]2[C:15]([CH3:37])=[N:16][O:17][C:18]=2[C:19]2[CH:24]=[CH:23][C:22]([C:25]3[CH:26]=[CH:27][C:28]([C:31]4([C:34]([NH:55][S:52]([CH3:51])(=[O:54])=[O:53])=[O:35])[CH2:33][CH2:32]4)=[CH:29][CH:30]=3)=[CH:21][CH:20]=2)[N:10]=[N:9]1)[C:2]1[CH:3]=[CH:4][CH:5]=[CH:6][CH:7]=1. The catalyst class is: 387. Reactant: [CH2:1]([N:8]1[CH:12]=[C:11]([CH:13]([OH:38])[C:14]2[C:15]([CH3:37])=[N:16][O:17][C:18]=2[C:19]2[CH:24]=[CH:23][C:22]([C:25]3[CH:30]=[CH:29][C:28]([C:31]4([C:34](O)=[O:35])[CH2:33][CH2:32]4)=[CH:27][CH:26]=3)=[CH:21][CH:20]=2)[N:10]=[N:9]1)[C:2]1[CH:7]=[CH:6][CH:5]=[CH:4][CH:3]=1.C(N1C=CN=C1)(N1C=CN=C1)=O.[CH3:51][S:52]([NH2:55])(=[O:54])=[O:53].C1CCN2C(=NCCC2)CC1.[NH4+].[Cl-]. (2) Product: [N:19]1[CH:24]=[CH:23][C:22]([C:25]2[N:12]=[C:3]3[N:4]([C:27](=[O:28])[CH:26]=2)[CH2:5][C:6]2[C:11](=[CH:10][CH:9]=[CH:8][CH:7]=2)[NH:2]3)=[CH:21][CH:20]=1. The catalyst class is: 8. Reactant: Br.[NH:2]1[C:11]2[C:6](=[CH:7][CH:8]=[CH:9][CH:10]=2)[CH2:5][N:4]=[C:3]1[NH2:12].C(=O)([O-])[O-].[K+].[K+].[N:19]1[CH:24]=[CH:23][C:22]([C:25](=O)[CH2:26][C:27](OCC)=[O:28])=[CH:21][CH:20]=1. (3) Reactant: Br[C:2]1[N:20]=[C:5]2[C:6]([C:13]3[CH:18]=[CH:17][C:16]([Cl:19])=[CH:15][CH:14]=3)=[CH:7][C:8]([CH:10]3[CH2:12][CH2:11]3)=[CH:9][N:4]2[N:3]=1.[CH3:21][O:22][C:23]1[CH:24]=[C:25]([NH2:35])[CH:26]=[CH:27][C:28]=1[N:29]1[CH:33]=[C:32]([CH3:34])[N:31]=[CH:30]1.[O-]C1C=CC=CC=1.[Na+].C(Cl)(Cl)Cl.CC1(C)C2C(=C(P(C3C=CC=CC=3)C3C=CC=CC=3)C=CC=2)OC2C(P(C3C=CC=CC=3)C3C=CC=CC=3)=CC=CC1=2. Product: [Cl:19][C:16]1[CH:17]=[CH:18][C:13]([C:6]2[C:5]3[N:4]([N:3]=[C:2]([NH:35][C:25]4[CH:26]=[CH:27][C:28]([N:29]5[CH:33]=[C:32]([CH3:34])[N:31]=[CH:30]5)=[C:23]([O:22][CH3:21])[CH:24]=4)[N:20]=3)[CH:9]=[C:8]([CH:10]3[CH2:12][CH2:11]3)[CH:7]=2)=[CH:14][CH:15]=1. The catalyst class is: 488. (4) Reactant: [CH3:1][C@H:2]([C:15]([OH:17])=[O:16])[C:3]1[CH:4]=[CH:5][C:6]2[CH:7]=[C:8]([O:13]C)[CH:9]=[CH:10][C:11]=2[CH:12]=1.Br. Product: [OH:13][C:8]1[CH:7]=[C:6]2[C:11](=[CH:10][CH:9]=1)[CH:12]=[C:3]([CH:2]([CH3:1])[C:15]([OH:17])=[O:16])[CH:4]=[CH:5]2. The catalyst class is: 15. (5) Reactant: [NH2:1][C:2]1[N:7]=[C:6](S(C)=O)[C:5]([C:11]#[N:12])=[C:4]([C:13]2[CH:18]=[CH:17][CH:16]=[CH:15][N:14]=2)[N:3]=1.[CH3:19][C:20]1[CH:21]=[C:22]([CH:25]=[CH:26][C:27]=1[CH3:28])[CH2:23][NH2:24]. Product: [NH2:1][C:2]1[N:7]=[C:6]([NH:24][CH2:23][C:22]2[CH:25]=[CH:26][C:27]([CH3:28])=[C:20]([CH3:19])[CH:21]=2)[C:5]([C:11]#[N:12])=[C:4]([C:13]2[CH:18]=[CH:17][CH:16]=[CH:15][N:14]=2)[N:3]=1. The catalyst class is: 57. (6) Reactant: [Br:1][CH2:2][CH2:3][OH:4].C([O-])([O-])=O.[K+].[K+].[CH3:11][O:12][C:13]1[CH:20]=[CH:19][C:16]([CH2:17]Cl)=[CH:15][CH:14]=1. Product: [Br:1][CH2:2][CH2:3][O:4][CH2:17][C:16]1[CH:19]=[CH:20][C:13]([O:12][CH3:11])=[CH:14][CH:15]=1. The catalyst class is: 18.